Dataset: Full USPTO retrosynthesis dataset with 1.9M reactions from patents (1976-2016). Task: Predict the reactants needed to synthesize the given product. (1) Given the product [C:9]([O:13][C:14]([N:16]1[CH2:21][CH2:20][CH:19]([C:22]2[N:27]3[CH:28]=[C:29]([F:32])[CH:30]=[CH:31][C:26]3=[N:25][N:24]=2)[CH2:18][CH2:17]1)=[O:15])([CH3:12])([CH3:11])[CH3:10], predict the reactants needed to synthesize it. The reactants are: ClC(Cl)(Cl)C(Cl)(Cl)Cl.[C:9]([O:13][C:14]([N:16]1[CH2:21][CH2:20][CH:19]([C:22]([NH:24][NH:25][C:26]2[CH:31]=[CH:30][C:29]([F:32])=[CH:28][N:27]=2)=O)[CH2:18][CH2:17]1)=[O:15])([CH3:12])([CH3:11])[CH3:10].C1(P(C2C=CC=CC=2)C2C=CC=CC=2)C=CC=CC=1.C(N(CC)CC)C. (2) The reactants are: [CH3:1][O:2][C:3](=[O:23])[C:4]1[CH:9]=[CH:8][C:7]([O:10][CH2:11][CH2:12][CH2:13][CH:14]2[CH2:19][CH2:18][N:17]([C:20]#[N:21])[CH2:16][CH2:15]2)=[CH:6][C:5]=1[CH3:22].[F:24][CH:25]([F:30])[C:26]([NH:28][OH:29])=N. Given the product [CH3:1][O:2][C:3](=[O:23])[C:4]1[CH:9]=[CH:8][C:7]([O:10][CH2:11][CH2:12][CH2:13][CH:14]2[CH2:15][CH2:16][N:17]([C:20]3[O:29][N:28]=[C:26]([CH:25]([F:30])[F:24])[N:21]=3)[CH2:18][CH2:19]2)=[CH:6][C:5]=1[CH3:22], predict the reactants needed to synthesize it. (3) Given the product [Br:23][C:24]1[CH:25]=[CH:26][C:27]([C:30](=[O:31])[CH2:14][CH2:13][C:12](=[O:15])[CH:11]([C:8]2[CH:7]=[CH:6][C:5]([S:2]([CH3:1])(=[O:4])=[O:3])=[CH:10][CH:9]=2)[CH2:16][CH:17]2[CH2:22][CH2:21][O:20][CH2:19][CH2:18]2)=[N:28][CH:29]=1, predict the reactants needed to synthesize it. The reactants are: [CH3:1][S:2]([C:5]1[CH:10]=[CH:9][C:8]([CH:11]([CH2:16][CH:17]2[CH2:22][CH2:21][O:20][CH2:19][CH2:18]2)[C:12](=[O:15])[CH:13]=[CH2:14])=[CH:7][CH:6]=1)(=[O:4])=[O:3].[Br:23][C:24]1[CH:25]=[CH:26][C:27]([CH:30]=[O:31])=[N:28][CH:29]=1.C(N(CC)CC)C. (4) Given the product [CH3:22][C:23]1[C:28]([NH:29][C:11]([C:9]2[C:10]3[C:2]([CH3:1])=[N:3][N:4]([C:15]4[CH:20]=[CH:19][C:18]([CH3:21])=[CH:17][CH:16]=4)[C:5]=3[N:6]=[C:7]([CH3:14])[CH:8]=2)=[O:12])=[C:27]([CH3:30])[CH:26]=[CH:25][N:24]=1, predict the reactants needed to synthesize it. The reactants are: [CH3:1][C:2]1[C:10]2[C:9]([C:11](O)=[O:12])=[CH:8][C:7]([CH3:14])=[N:6][C:5]=2[N:4]([C:15]2[CH:20]=[CH:19][C:18]([CH3:21])=[CH:17][CH:16]=2)[N:3]=1.[CH3:22][C:23]1[C:28]([NH2:29])=[C:27]([CH3:30])[CH:26]=[CH:25][N:24]=1.P(Cl)(Cl)(Cl)=O. (5) Given the product [CH3:1][S:2][CH2:5][CH2:6][CH2:7][CH2:8][CH2:9][CH2:10][CH2:11][C:12]([OH:14])=[O:13], predict the reactants needed to synthesize it. The reactants are: [CH3:1][S-:2].[Na+].Br[CH2:5][CH2:6][CH2:7][CH2:8][CH2:9][CH2:10][CH2:11][C:12]([OH:14])=[O:13]. (6) The reactants are: [NH2:1][C:2]1[C:11]([C:12]([O:14][CH2:15][CH:16]=[CH2:17])=[O:13])=[C:5]2[NH:6][C:7](=[O:10])[CH:8]=[CH:9][N:4]2[N:3]=1.N1C[CH2:20][CH2:21][N:22]2[CH2:28]CCCC[C:23]=12.N1(O[P+](N2CCCC2)(N2CCCC2)N2CCCC2)C2C=CC=CC=2N=N1.CN(C)CCO.C(=O)([O-])[O-].[Cs+].[Cs+]. Given the product [NH2:1][C:2]1[C:11]([C:12]([O:14][CH2:15][CH:16]=[CH2:17])=[O:13])=[C:5]2[N:6]=[C:7]([O:10][CH2:20][CH2:21][N:22]([CH3:28])[CH3:23])[CH:8]=[CH:9][N:4]2[N:3]=1, predict the reactants needed to synthesize it.